Dataset: Reaction yield outcomes from USPTO patents with 853,638 reactions. Task: Predict the reaction yield, written as a fraction of the theoretical maximum amount of product (1.0 means a 100% yield; for example, 0.34 means a 34% yield). The reactants are [NH2:1][C:2]1[N:7]=[CH:6][N:5]=[C:4]2[N:8]([C:12]3[N:17]=[CH:16][C:15]([N:18]([CH3:27])[C:19](=[O:26])/[CH:20]=[CH:21]/[CH2:22][N:23]([CH3:25])[CH3:24])=[CH:14][CH:13]=3)[N:9]=[C:10](I)[C:3]=12.[CH2:28]([Cl:30])Cl. The catalyst is COCCOC.O.C1C=CC(P(C2C=CC=CC=2)[C-]2C=CC=C2)=CC=1.C1C=CC(P(C2C=CC=CC=2)[C-]2C=CC=C2)=CC=1.Cl[Pd]Cl.[Fe+2]. The product is [NH2:1][C:2]1[N:7]=[CH:6][N:5]=[C:4]2[N:8]([C:12]3[N:17]=[CH:16][C:15]([N:18]([CH3:27])[C:19](=[O:26])/[CH:20]=[CH:21]/[CH2:22][N:23]([CH3:25])[CH3:24])=[CH:14][CH:13]=3)[N:9]=[C:10]([C:14]3[CH:15]=[CH:16][C:28]([Cl:30])=[CH:12][CH:13]=3)[C:3]=12. The yield is 0.280.